This data is from Catalyst prediction with 721,799 reactions and 888 catalyst types from USPTO. The task is: Predict which catalyst facilitates the given reaction. (1) Reactant: CC(S[C@@H]1O[C@H](CO)[C@H](O)[C@H](O)[C@H]1O)C.CC1(C)S[C@@H]2[C@H](NC([C@H](N)C3C=CC=CC=3)=O)C(=O)N2[C@H]1C(O)=O.[CH3:40][C:41]1[CH:46]=[CH:45][CH:44]=[CH:43][C:42]=1[C:47](=[O:52])[C:48]([NH:50][CH3:51])=[O:49].C1N=C(N)C2N=CN([C@@H]3O[C@H](COP(OP(OC[C@H]4O[C@@H](N5C=C(C(N)=O)CC=C5)[C@H](O)[C@@H]4O)(O)=O)(O)=O)[C@@H](O)[C@H]3OP(O)(O)=O)C=2N=1.P([O-])([O-])([O-])=O. Product: [CH3:40][C:41]1[CH:46]=[CH:45][CH:44]=[CH:43][C:42]=1[CH:47]([OH:52])[C:48]([NH:50][CH3:51])=[O:49]. The catalyst class is: 13. (2) Reactant: [CH3:1][C:2]1[CH:9]=[CH:8][CH:7]=[CH:6][C:3]=1[CH:4]=O.[NH2:10][C:11]1[CH:12]=[C:13]([CH:26]=[C:27]([O:29][CH2:30][CH2:31][C:32]2[S:36][CH:35]=[N:34][C:33]=2[CH3:37])[CH:28]=1)[C:14]([NH:16][C:17]1[CH:22]=[CH:21][C:20]([C:23]([OH:25])=[O:24])=[CH:19][N:18]=1)=[O:15].C([BH3-])#N.[Na+]. Product: [CH3:1][C:2]1[CH:9]=[CH:8][CH:7]=[CH:6][C:3]=1[CH2:4][NH:10][C:11]1[CH:12]=[C:13]([CH:26]=[C:27]([O:29][CH2:30][CH2:31][C:32]2[S:36][CH:35]=[N:34][C:33]=2[CH3:37])[CH:28]=1)[C:14]([NH:16][C:17]1[CH:22]=[CH:21][C:20]([C:23]([OH:25])=[O:24])=[CH:19][N:18]=1)=[O:15]. The catalyst class is: 5. (3) Reactant: [Cl:1][C:2]1[CH:3]=[CH:4][C:5]([CH2:8][N:9]2[CH2:15][CH2:14][CH2:13][C:12](=O)[C:11]3[CH:17]=[N:18][N:19]([CH2:20][C:21]4[CH:26]=[CH:25][C:24]([O:27][CH3:28])=[CH:23][CH:22]=4)[C:10]2=3)=[N:6][CH:7]=1.[F:29][C:30]1[CH:31]=[N:32][C:33]([NH:36][C:37]([NH2:39])=[S:38])=[N:34][CH:35]=1.II. The catalyst class is: 436. Product: [Cl:1][C:2]1[CH:3]=[CH:4][C:5]([CH2:8][N:9]2[CH2:15][CH2:14][C:13]3[S:38][C:37]([NH:36][C:33]4[N:32]=[CH:31][C:30]([F:29])=[CH:35][N:34]=4)=[N:39][C:12]=3[C:11]3[CH:17]=[N:18][N:19]([CH2:20][C:21]4[CH:22]=[CH:23][C:24]([O:27][CH3:28])=[CH:25][CH:26]=4)[C:10]2=3)=[N:6][CH:7]=1. (4) Reactant: [N:1]([CH2:4][C:5]1([CH3:20])[CH2:9][C:8]2[CH:10]=[C:11]([Cl:19])[CH:12]=[C:13]([C:14]3[CH:18]=[CH:17][S:16][CH:15]=3)[C:7]=2[O:6]1)=[N+]=[N-]. Product: [Cl:19][C:11]1[CH:12]=[C:13]([C:14]2[CH:18]=[CH:17][S:16][CH:15]=2)[C:7]2[O:6][C:5]([CH2:4][NH2:1])([CH3:20])[CH2:9][C:8]=2[CH:10]=1. The catalyst class is: 553. (5) Reactant: [O:1]1[CH2:6][CH2:5][C:4](=O)[CH2:3][CH2:2]1.[NH:8]([C:10]([O:12][C:13]([CH3:16])([CH3:15])[CH3:14])=[O:11])[NH2:9]. Product: [O:1]1[CH2:6][CH2:5][CH:4]([NH:9][NH:8][C:10]([O:12][C:13]([CH3:16])([CH3:15])[CH3:14])=[O:11])[CH2:3][CH2:2]1. The catalyst class is: 5. (6) Reactant: [CH3:1][C:2]1[N:3]([C:11]2[CH:16]=[CH:15][CH:14]=[CH:13][CH:12]=2)[C:4]([CH3:10])=[C:5]([C:7]([OH:9])=O)[N:6]=1.C(Cl)(=O)C(Cl)=O.C(N(C(C)C)CC)(C)C.[Cl:32][C:33]1[C:39]([Cl:40])=[CH:38][CH:37]=[CH:36][C:34]=1[NH2:35]. Product: [Cl:32][C:33]1[C:39]([Cl:40])=[CH:38][CH:37]=[CH:36][C:34]=1[NH:35][C:7]([C:5]1[N:6]=[C:2]([CH3:1])[N:3]([C:11]2[CH:16]=[CH:15][CH:14]=[CH:13][CH:12]=2)[C:4]=1[CH3:10])=[O:9]. The catalyst class is: 452. (7) Reactant: [NH2:1][C@@H:2]([CH2:28][CH:29]([CH3:31])[CH3:30])[C:3]([N:5]1[CH2:10][CH2:9][CH2:8][CH:7]([N:11]([CH:25]2[CH2:27][CH2:26]2)[S:12]([C:15]2[CH:20]=[CH:19][CH:18]=[C:17]([C:21]([F:24])([F:23])[F:22])[CH:16]=2)(=[O:14])=[O:13])[CH2:6]1)=[O:4].[BH-](O[C:42]([CH3:44])=[O:43])(OC(C)=O)OC(C)=O.[Na+].CCO[C:49]([CH3:51])=O.[CH3:52]O. The catalyst class is: 26. Product: [CH:25]1([N:11]([CH:7]2[CH2:8][CH2:9][CH2:10][N:5]([C:3](=[O:4])[C@@H:2]([NH:1][CH2:52][CH:49]([C:42]([CH3:44])=[O:43])[CH3:51])[CH2:28][CH:29]([CH3:31])[CH3:30])[CH2:6]2)[S:12]([C:15]2[CH:20]=[CH:19][CH:18]=[C:17]([C:21]([F:23])([F:24])[F:22])[CH:16]=2)(=[O:14])=[O:13])[CH2:26][CH2:27]1.